This data is from Full USPTO retrosynthesis dataset with 1.9M reactions from patents (1976-2016). The task is: Predict the reactants needed to synthesize the given product. (1) Given the product [CH2:1]([N:3]1[CH2:6][CH2:7][CH:5]([S:18]([CH3:17])(=[O:20])=[O:19])[CH2:4]1)[C:2]1[CH:11]=[CH:16][CH:15]=[CH:14][CH:13]=1, predict the reactants needed to synthesize it. The reactants are: [CH2:1]([N:3]([CH2:6][CH3:7])[CH2:4][CH3:5])[CH3:2].CN([C:11]1[CH:16]=[CH:15][CH:14]=[CH:13]N=1)C.[CH3:17][S:18](Cl)(=[O:20])=[O:19]. (2) Given the product [Br:1][C:2]1[CH:3]=[CH:4][C:5]([O:9][CH:10]([CH2:14][CH2:15][CH3:16])[CH2:11][CH2:12][CH3:13])=[C:6]([NH:7][C:41]([NH:43][C:44]2[CH:49]=[CH:48][C:47]([CH3:50])=[CH:46][CH:45]=2)=[O:42])[CH:8]=1, predict the reactants needed to synthesize it. The reactants are: [Br:1][C:2]1[CH:3]=[CH:4][C:5]([O:9][CH:10]([CH2:14][CH2:15][CH3:16])[CH2:11][CH2:12][CH3:13])=[C:6]([CH:8]=1)[NH2:7].BrC1C=CC(OC(C(C)C)C(C)C)=C(C=1)N.BrC1C=CC(OC(C(C)C)C(C)C)=C(N[C:41]([NH:43][C:44]2[CH:49]=[CH:48][C:47]([CH3:50])=[CH:46][CH:45]=2)=[O:42])C=1. (3) Given the product [O:12]=[C:11]1[C@H:13]([CH2:14][C:15]([O:17][C:18]([CH3:19])([CH3:21])[CH3:20])=[O:16])[CH2:22][CH:23]=[CH:24][CH2:3][CH2:2][C:1](=[O:6])[O:7][C@H:8]([C:25]2[CH:26]=[CH:27][CH:28]=[CH:29][CH:30]=2)[CH2:9][NH:10]1, predict the reactants needed to synthesize it. The reactants are: [C:1]([O:7][C@H:8]([C:25]1[CH:30]=[CH:29][CH:28]=[CH:27][CH:26]=1)[CH2:9][NH:10][C:11]([C@@H:13]([CH2:22][CH:23]=[CH2:24])[CH2:14][C:15]([O:17][C:18]([CH3:21])([CH3:20])[CH3:19])=[O:16])=[O:12])(=[O:6])[CH2:2][CH2:3]C=C. (4) The reactants are: N(C(OC(C)(C)C)=O)=NC(OC(C)(C)C)=O.[O:17]1[CH2:22][CH2:21][CH:20](O)[CH2:19][CH2:18]1.[N+:24]([C:27]1[CH:28]=[N:29][NH:30][CH:31]=1)([O-:26])=[O:25].C1(P(C2C=CC=CC=2)C2C=CC=CC=2)C=CC=CC=1. Given the product [N+:24]([C:27]1[CH:28]=[N:29][N:30]([CH:20]2[CH2:21][CH2:22][O:17][CH2:18][CH2:19]2)[CH:31]=1)([O-:26])=[O:25], predict the reactants needed to synthesize it. (5) Given the product [N:35]1([C@H:33]2[CH2:34][C@H:31]([S:1][C:2]3[CH:10]=[CH:9][C:5]([C:6]([OH:8])=[O:7])=[CH:4][CH:3]=3)[CH2:32]2)[CH2:40][CH2:39][CH2:38][CH2:37][CH2:36]1, predict the reactants needed to synthesize it. The reactants are: [SH:1][C:2]1[CH:10]=[CH:9][C:5]([C:6]([OH:8])=[O:7])=[CH:4][CH:3]=1.S([O-])([O-])(=O)=S.[Na+].[Na+].[H-].[Na+].BrC1C=CC(S(O[C@H:31]2[CH2:34][C@@H:33]([N:35]3[CH2:40][CH2:39][CH2:38][CH2:37][CH2:36]3)[CH2:32]2)(=O)=O)=CC=1. (6) Given the product [CH3:10][C:9]1[N:8]([C:11]2[CH:16]=[CH:15][CH:14]=[CH:13][CH:12]=2)[N:7]=[CH:6][C:5]=1[C:3]1[N:29]=[C:27]([N:26]([CH2:25][CH2:24][CH2:23][N:17]2[CH2:18][CH2:19][O:20][CH2:21][CH2:22]2)[C:44]([C:40]2[S:39][CH:43]=[CH:42][CH:41]=2)=[O:45])[S:28][CH:2]=1, predict the reactants needed to synthesize it. The reactants are: Br[CH2:2][C:3]([C:5]1[CH:6]=[N:7][N:8]([C:11]2[CH:16]=[CH:15][CH:14]=[CH:13][CH:12]=2)[C:9]=1[CH3:10])=O.[N:17]1([CH2:23][CH2:24][CH2:25][NH:26][C:27]([NH2:29])=[S:28])[CH2:22][CH2:21][O:20][CH2:19][CH2:18]1.C(N(CC)C(C)C)(C)C.[S:39]1[CH:43]=[CH:42][CH:41]=[C:40]1[C:44](Cl)=[O:45]. (7) Given the product [Br:20][C:21]1[C:22]([C:27]2[NH:31][N:30]=[CH:29][N:28]=2)=[C:23]([NH:26][C:17](=[O:18])[CH2:16][N:3]2[C:4]3[C:9](=[CH:8][C:7]([C:12]([F:15])([F:13])[F:14])=[CH:6][CH:5]=3)[CH2:10][CH2:11][C:2]2=[O:1])[S:24][CH:25]=1, predict the reactants needed to synthesize it. The reactants are: [O:1]=[C:2]1[CH2:11][CH2:10][C:9]2[C:4](=[CH:5][CH:6]=[C:7]([C:12]([F:15])([F:14])[F:13])[CH:8]=2)[N:3]1[CH2:16][C:17](O)=[O:18].[Br:20][C:21]1[C:22]([C:27]2[NH:31][N:30]=[CH:29][N:28]=2)=[C:23]([NH2:26])[S:24][CH:25]=1.